This data is from Forward reaction prediction with 1.9M reactions from USPTO patents (1976-2016). The task is: Predict the product of the given reaction. (1) Given the reactants Br[C:2]1[CH:11]=[CH:10][C:9]2[C:4](=[CH:5][CH:6]=[CH:7][CH:8]=2)[N:3]=1.C([Sn](CCCC)(CCCC)[C:17]1[CH:22]=[CH:21][CH:20]=[CH:19][N:18]=1)CCC, predict the reaction product. The product is: [N:18]1[CH:19]=[CH:20][CH:21]=[CH:22][C:17]=1[C:2]1[CH:11]=[CH:10][C:9]2[C:4](=[CH:5][CH:6]=[CH:7][CH:8]=2)[N:3]=1. (2) Given the reactants [CH2:1]([O:8][C:9]1[C:10]([CH3:19])=[N:11][CH:12]=[CH:13][C:14]=1[CH2:15][C:16]([OH:18])=[O:17])[C:2]1[CH:7]=[CH:6][CH:5]=[CH:4][CH:3]=1.[C:20](=O)([O-])[O-].[K+].[K+].CI.C(=O)([O-])O.[Na+], predict the reaction product. The product is: [CH2:1]([O:8][C:9]1[C:10]([CH3:19])=[N:11][CH:12]=[CH:13][C:14]=1[CH2:15][C:16]([O:18][CH3:20])=[O:17])[C:2]1[CH:3]=[CH:4][CH:5]=[CH:6][CH:7]=1. (3) Given the reactants Cl.[N+:2]([C:5]1[CH:16]=[CH:15][C:8]([O:9][C@H:10]2[CH2:14][CH2:13][NH:12][CH2:11]2)=[CH:7][CH:6]=1)([O-:4])=[O:3].[C:17](Cl)(=[O:19])[CH3:18], predict the reaction product. The product is: [N+:2]([C:5]1[CH:16]=[CH:15][C:8]([O:9][C@H:10]2[CH2:14][CH2:13][N:12]([C:17](=[O:19])[CH3:18])[CH2:11]2)=[CH:7][CH:6]=1)([O-:4])=[O:3]. (4) Given the reactants C[Si](C)(C)[N-][Si](C)(C)C.[Li+].[C:11]([O:15][C:16]([NH:18][C@H:19]1[CH2:23][C@@H:22]([C:24]([O:26][CH3:27])=[O:25])[CH:21]=[CH:20]1)=[O:17])([CH3:14])([CH3:13])[CH3:12].C(Cl)(Cl)(Cl)Cl.C(=O)=O.[CH3:36][C:37]([CH3:39])=[O:38], predict the reaction product. The product is: [C:11]([O:15][C:16]([NH:18][C@H:19]1[CH2:23][C@@:22]([C:37]([OH:38])([CH3:39])[CH3:36])([C:24]([O:26][CH3:27])=[O:25])[CH:21]=[CH:20]1)=[O:17])([CH3:14])([CH3:13])[CH3:12]. (5) Given the reactants [CH:1]([C:4]1[CH:9]=[CH:8][C:7]([NH:10][C:11]([C:13]2([OH:26])[CH2:18][CH2:17][N:16](CC3C=CC=CC=3)[CH2:15][CH2:14]2)=[O:12])=[CH:6][CH:5]=1)([CH3:3])[CH3:2], predict the reaction product. The product is: [CH:1]([C:4]1[CH:5]=[CH:6][C:7]([NH:10][C:11]([C:13]2([OH:26])[CH2:18][CH2:17][NH:16][CH2:15][CH2:14]2)=[O:12])=[CH:8][CH:9]=1)([CH3:3])[CH3:2]. (6) Given the reactants [H-].[Na+].Cl.[N:4]1[CH:9]=[CH:8][C:7]([CH:10]([SH:12])C)=[CH:6][CH:5]=1.[CH3:13][O:14][C:15]1[N:20]=[C:19](SCCC2C=CC=CC=2)[N:18]=[C:17]([NH:30][S:31]([N:34]2[CH2:37][CH2:36][CH2:35]2)(=[O:33])=[O:32])[CH:16]=1.[CH3:38][C:39]([O-])([CH3:41])[CH3:40].[K+].Br.N1C=C[C:48](CBr)=[CH:47][CH:46]=1.CN([CH:56]=[O:57])C, predict the reaction product. The product is: [CH3:56][O:57][C:47]1[CH:48]=[CH:40][C:39]([CH2:41][N:30]([C:17]2[CH:16]=[C:15]([O:14][CH3:13])[N:20]=[C:19]([S:12][CH2:10][C:7]3[CH:6]=[CH:5][N:4]=[CH:9][CH:8]=3)[N:18]=2)[S:31]([N:34]2[CH2:35][CH2:36][CH2:37]2)(=[O:32])=[O:33])=[CH:38][CH:46]=1. (7) Given the reactants Br[C:2]1[CH:3]=[C:4]([CH:9]=[CH:10][C:11]=1[OH:12])[C:5]([O:7][CH3:8])=[O:6].[Cu](C#N)[C:14]#[N:15].C(=O)([O-])[O-].[K+].[K+].COCCl, predict the reaction product. The product is: [C:14]([C:2]1[CH:3]=[C:4]([CH:9]=[CH:10][C:11]=1[OH:12])[C:5]([O:7][CH3:8])=[O:6])#[N:15].